Task: Predict the reaction yield, written as a fraction of the theoretical maximum amount of product (1.0 means a 100% yield; for example, 0.34 means a 34% yield).. Dataset: Reaction yield outcomes from USPTO patents with 853,638 reactions (1) The reactants are FC(F)(F)C(O)=O.[F:8][C:9]([F:34])([F:33])[C:10]1[N:18]2[C:13]([CH:14]=[CH:15][C:16]([N:19]3[CH2:25][CH2:24][CH2:23][N:22](C(OC(C)(C)C)=O)[CH2:21][CH2:20]3)=[N:17]2)=[N:12][N:11]=1.C(=O)(O)[O-].[Na+]. The catalyst is ClCCl. The product is [N:19]1([C:16]2[CH:15]=[CH:14][C:13]3=[N:12][N:11]=[C:10]([C:9]([F:8])([F:34])[F:33])[N:18]3[N:17]=2)[CH2:25][CH2:24][CH2:23][NH:22][CH2:21][CH2:20]1. The yield is 0.869. (2) The reactants are [CH2:1]([C:9]1[CH:15]=[CH:14][C:12]([NH2:13])=[CH:11][CH:10]=1)[CH2:2][CH2:3][CH2:4][CH2:5][CH2:6][CH2:7][CH3:8].[CH:16]([C:18]1([NH:26][C:27](=[O:33])[O:28][C:29]([CH3:32])([CH3:31])[CH3:30])[CH2:23][O:22][C:21]([CH3:25])([CH3:24])[O:20][CH2:19]1)=O.[BH-](OC(C)=O)(OC(C)=O)OC(C)=O.[Na+].ClCCCl. The catalyst is C(OCC)C. The product is [CH3:24][C:21]1([CH3:25])[O:20][CH2:19][C:18]([NH:26][C:27](=[O:33])[O:28][C:29]([CH3:32])([CH3:31])[CH3:30])([CH2:16][NH:13][C:12]2[CH:11]=[CH:10][C:9]([CH2:1][CH2:2][CH2:3][CH2:4][CH2:5][CH2:6][CH2:7][CH3:8])=[CH:15][CH:14]=2)[CH2:23][O:22]1. The yield is 0.710. (3) The reactants are [F:1][C:2]([F:7])([F:6])[C:3]([OH:5])=[O:4].[C:8]([C:11]1[CH:16]=[CH:15][C:14]([NH:17][CH:18]([C:22]2[CH:27]=[CH:26][C:25]([O:28][CH2:29][CH2:30][N:31]([CH3:33])[CH3:32])=[C:24]([O:34][CH2:35][CH3:36])[CH:23]=2)[C:19]([OH:21])=O)=[CH:13][CH:12]=1)(=[NH:10])[NH2:9].O.ON1C2C=CC=CC=2N=N1.Cl.C(N=C=NCCCN(C)C)C.[N:60]1[CH:65]=[CH:64][C:63]([C:66]([NH:68][NH2:69])=[O:67])=[CH:62][CH:61]=1. The catalyst is CN(C)C=O. The product is [F:1][C:2]([F:7])([F:6])[C:3]([OH:5])=[O:4].[CH3:32][N:31]([CH3:33])[CH2:30][CH2:29][O:28][C:25]1[CH:26]=[CH:27][C:22]([CH:18]([NH:17][C:14]2[CH:15]=[CH:16][C:11]([C:8]([NH2:9])=[NH:10])=[CH:12][CH:13]=2)[C:19](=[O:21])[NH:69][NH:68][C:66]([C:63]2[CH:64]=[CH:65][N:60]=[CH:61][CH:62]=2)=[O:67])=[CH:23][C:24]=1[O:34][CH2:35][CH3:36]. The yield is 0.740. (4) The reactants are [N+:1]([C:4]1[CH:9]=[CH:8][C:7]([CH:10]([CH2:15][C:16]([OH:18])=[O:17])[CH2:11][C:12]([OH:14])=O)=[CH:6][CH:5]=1)([O-:3])=[O:2].C(OC(=O)C)(=O)C. The catalyst is CCOCC. The product is [N+:1]([C:4]1[CH:5]=[CH:6][C:7]([CH:10]2[CH2:11][C:12](=[O:14])[O:18][C:16](=[O:17])[CH2:15]2)=[CH:8][CH:9]=1)([O-:3])=[O:2]. The yield is 0.700. (5) The reactants are C(Cl)(=O)C([Cl:4])=O.[F:7][C:8]1([CH:20]([CH3:24])[C:21](O)=[O:22])[CH2:13][CH:12]=[CH:11][CH:10]=[C:9]1[C:14]1[CH:19]=[CH:18][CH:17]=[CH:16][CH:15]=1. The catalyst is CN(C)C=O.C(Cl)Cl. The product is [F:7][C:8]1([CH:20]([CH3:24])[C:21]([Cl:4])=[O:22])[CH2:13][CH:12]=[CH:11][CH:10]=[C:9]1[C:14]1[CH:19]=[CH:18][CH:17]=[CH:16][CH:15]=1. The yield is 1.00.